Dataset: Forward reaction prediction with 1.9M reactions from USPTO patents (1976-2016). Task: Predict the product of the given reaction. (1) Given the reactants Cl.O1CCOCC1.C([O:12][C:13](=[O:44])[CH2:14][C:15]1[CH:42]=[CH:41][C:18]([CH2:19][O:20][CH2:21][C@H:22]2[CH2:24][C@@H:23]2[CH:25]2[CH2:30][CH2:29][N:28]([C:31]([O:33][CH2:34][C:35]3[CH:40]=[CH:39][CH:38]=[CH:37][CH:36]=3)=[O:32])[CH2:27][CH2:26]2)=[C:17]([F:43])[CH:16]=1)(C)(C)C, predict the reaction product. The product is: [CH2:34]([O:33][C:31]([N:28]1[CH2:29][CH2:30][CH:25]([C@H:23]2[CH2:24][C@@H:22]2[CH2:21][O:20][CH2:19][C:18]2[CH:41]=[CH:42][C:15]([CH2:14][C:13]([OH:44])=[O:12])=[CH:16][C:17]=2[F:43])[CH2:26][CH2:27]1)=[O:32])[C:35]1[CH:36]=[CH:37][CH:38]=[CH:39][CH:40]=1. (2) Given the reactants [N:1]1(S(N)(=O)=O)[C:9]2[C:4](=[CH:5][CH:6]=[CH:7][CH:8]=2)[CH:3]=[CH:2]1.[Br:14]C1C=CC=CC=1[N+]([O-])=O, predict the reaction product. The product is: [Br:14][C:8]1[CH:7]=[CH:6][CH:5]=[C:4]2[C:9]=1[NH:1][CH:2]=[CH:3]2.